From a dataset of Forward reaction prediction with 1.9M reactions from USPTO patents (1976-2016). Predict the product of the given reaction. (1) Given the reactants Cl[C:2]1[C:7]([C:8]([F:11])([F:10])[F:9])=[CH:6][N:5]=[C:4]([NH:12][C:13]2[CH:27]=[CH:26][C:16]([CH2:17][P:18](=[O:25])([O:22][CH2:23][CH3:24])[O:19][CH2:20][CH3:21])=[CH:15][CH:14]=2)[N:3]=1.[NH2:28][C:29]1[CH:30]=[CH:31][CH:32]=[C:33]2[C:37]=1[C:36](=[O:38])[N:35]([CH3:39])[C:34]2([CH3:41])[CH3:40], predict the reaction product. The product is: [F:9][C:8]([F:11])([F:10])[C:7]1[C:2]([NH:28][C:29]2[CH:30]=[CH:31][CH:32]=[C:33]3[C:37]=2[C:36](=[O:38])[N:35]([CH3:39])[C:34]3([CH3:40])[CH3:41])=[N:3][C:4]([NH:12][C:13]2[CH:27]=[CH:26][C:16]([CH2:17][P:18](=[O:25])([O:22][CH2:23][CH3:24])[O:19][CH2:20][CH3:21])=[CH:15][CH:14]=2)=[N:5][CH:6]=1. (2) Given the reactants CC1C=CSC=1C([NH:9][CH2:10][C:11]1[NH:15][N:14]=[C:13]([C:16]2[CH:21]=[CH:20][N:19]=[CH:18][CH:17]=2)[N:12]=1)=O.[OH:22][CH2:23][C:24]1[CH:32]=[CH:31][C:27]([C:28]([OH:30])=O)=[CH:26][CH:25]=1.CC1C=CSC=1C(O)=O, predict the reaction product. The product is: [OH:22][CH2:23][C:24]1[CH:25]=[CH:26][C:27]([C:28]([NH:9][CH2:10][C:11]2[NH:15][N:14]=[C:13]([C:16]3[CH:21]=[CH:20][N:19]=[CH:18][CH:17]=3)[N:12]=2)=[O:30])=[CH:31][CH:32]=1. (3) Given the reactants [F-].C([N+](CCCC)(CCCC)CCCC)CCC.[Si]([O:26][CH2:27][C:28]1[CH:33]=[CH:32][C:31]([C:34](=[O:39])[CH2:35][CH:36]([CH3:38])[CH3:37])=[CH:30][N:29]=1)(C(C)(C)C)(C)C, predict the reaction product. The product is: [OH:26][CH2:27][C:28]1[CH:33]=[CH:32][C:31]([C:34](=[O:39])[CH2:35][CH:36]([CH3:37])[CH3:38])=[CH:30][N:29]=1. (4) Given the reactants Cl[C:2]1[N:7]=[C:6]([O:8][C:9]2[C:18]3[C:13](=[CH:14][CH:15]=[CH:16][CH:17]=3)[C:12]([NH:19][C:20]([NH:22][C:23]3[N:27]([C:28]4[CH:33]=[CH:32][CH:31]=[C:30]([CH2:34][P:35]([CH3:38])([CH3:37])=[O:36])[CH:29]=4)[N:26]=[C:25]([CH:39]([CH3:41])[CH3:40])[CH:24]=3)=[O:21])=[CH:11][CH:10]=2)[CH:5]=[CH:4][N:3]=1.[CH3:42][O:43][C:44]1[CH:50]=[CH:49][CH:48]=[CH:47][C:45]=1[NH2:46], predict the reaction product. The product is: [CH3:37][P:35]([CH2:34][C:30]1[CH:29]=[C:28]([N:27]2[C:23]([NH:22][C:20]([NH:19][C:12]3[C:13]4[C:18](=[CH:17][CH:16]=[CH:15][CH:14]=4)[C:9]([O:8][C:6]4[CH:5]=[CH:4][N:3]=[C:2]([NH:46][C:45]5[CH:47]=[CH:48][CH:49]=[CH:50][C:44]=5[O:43][CH3:42])[N:7]=4)=[CH:10][CH:11]=3)=[O:21])=[CH:24][C:25]([CH:39]([CH3:41])[CH3:40])=[N:26]2)[CH:33]=[CH:32][CH:31]=1)([CH3:38])=[O:36]. (5) Given the reactants [NH2:1][CH2:2][C@@H:3]1[O:7][C:6](=[O:8])[N:5]([C:9]2[CH:14]=[C:13]([F:15])[C:12]([CH:16]3[CH2:21][NH:20][C:19](=[O:22])[CH2:18][CH2:17]3)=[C:11]([F:23])[CH:10]=2)[CH2:4]1.FC1C=C(N2C[C@H](CNC(=O)C)OC2=O)C=C(F)C=1I.CCN(CC)CC.Cl[CH:52](Cl)/[CH:53]=[N:54]/[NH:55]S(C1C=CC(C)=CC=1)(=O)=O, predict the reaction product. The product is: [F:23][C:11]1[CH:10]=[C:9]([N:5]2[CH2:4][C@H:3]([CH2:2][N:1]3[CH:52]=[CH:53][N:54]=[N:55]3)[O:7][C:6]2=[O:8])[CH:14]=[C:13]([F:15])[C:12]=1[CH:16]1[CH2:21][NH:20][C:19](=[O:22])[CH2:18][CH2:17]1. (6) Given the reactants [CH:1]([C:3]1[NH:7][C:6]([CH3:8])=[C:5]([C:9]([OH:11])=O)[C:4]=1[CH3:12])=[O:2].[CH:13]1([NH:16][CH2:17][C@@H:18]2[CH2:22][CH2:21][CH2:20][NH:19]2)[CH2:15][CH2:14]1.C1C=CC2N(O)N=NC=2C=1.CCN=C=NCCCN(C)C, predict the reaction product. The product is: [CH:13]1([NH:16][CH2:17][C@@H:18]2[CH2:22][CH2:21][CH2:20][N:19]2[C:9]([C:5]2[C:4]([CH3:12])=[C:3]([CH:1]=[O:2])[NH:7][C:6]=2[CH3:8])=[O:11])[CH2:15][CH2:14]1. (7) Given the reactants C([C:3]1[CH:19]=[C:6]2[N:7]=[C:8]([C:12]3[CH:17]=[CH:16][C:15]([Cl:18])=[CH:14][CH:13]=3)[CH:9]=[C:10](Cl)[N:5]2[N:4]=1)C.[Cl-].C([Zn+])C.C1[CH2:28][O:27]CC1.[Cl-].[CH2:30]([Zn+])[CH2:31][CH3:32].C1C[O:37]CC1.C([Mg]Cl)C, predict the reaction product. The product is: [Cl:18][C:15]1[CH:14]=[CH:13][C:12]([C:8]2[CH:9]=[C:10]([CH2:30][CH2:31][CH3:32])[N:5]3[N:4]=[CH:3][C:19]([C:28]([OH:27])=[O:37])=[C:6]3[N:7]=2)=[CH:17][CH:16]=1.